From a dataset of NCI-60 drug combinations with 297,098 pairs across 59 cell lines. Regression. Given two drug SMILES strings and cell line genomic features, predict the synergy score measuring deviation from expected non-interaction effect. (1) Drug 1: CC1=CC=C(C=C1)C2=CC(=NN2C3=CC=C(C=C3)S(=O)(=O)N)C(F)(F)F. Drug 2: CC1=C(C=C(C=C1)C(=O)NC2=CC(=CC(=C2)C(F)(F)F)N3C=C(N=C3)C)NC4=NC=CC(=N4)C5=CN=CC=C5. Cell line: KM12. Synergy scores: CSS=-2.36, Synergy_ZIP=5.87, Synergy_Bliss=10.3, Synergy_Loewe=-2.31, Synergy_HSA=-2.32. (2) Drug 1: COC1=CC(=CC(=C1O)OC)C2C3C(COC3=O)C(C4=CC5=C(C=C24)OCO5)OC6C(C(C7C(O6)COC(O7)C8=CC=CS8)O)O. Drug 2: CCC1=C2CN3C(=CC4=C(C3=O)COC(=O)C4(CC)O)C2=NC5=C1C=C(C=C5)O. Cell line: NCI-H460. Synergy scores: CSS=35.3, Synergy_ZIP=-13.2, Synergy_Bliss=-14.3, Synergy_Loewe=-12.7, Synergy_HSA=-9.64. (3) Drug 1: CC1=C(C(=CC=C1)Cl)NC(=O)C2=CN=C(S2)NC3=CC(=NC(=N3)C)N4CCN(CC4)CCO. Drug 2: C(CN)CNCCSP(=O)(O)O. Cell line: HOP-62. Synergy scores: CSS=3.90, Synergy_ZIP=-1.56, Synergy_Bliss=-0.264, Synergy_Loewe=-3.61, Synergy_HSA=-1.61. (4) Drug 2: CC1=C(C=C(C=C1)C(=O)NC2=CC(=CC(=C2)C(F)(F)F)N3C=C(N=C3)C)NC4=NC=CC(=N4)C5=CN=CC=C5. Cell line: RXF 393. Synergy scores: CSS=3.43, Synergy_ZIP=-1.29, Synergy_Bliss=-0.145, Synergy_Loewe=-2.83, Synergy_HSA=-1.86. Drug 1: C1C(C(OC1N2C=C(C(=O)NC2=O)F)CO)O. (5) Drug 1: CC(C1=C(C=CC(=C1Cl)F)Cl)OC2=C(N=CC(=C2)C3=CN(N=C3)C4CCNCC4)N. Drug 2: CC1OCC2C(O1)C(C(C(O2)OC3C4COC(=O)C4C(C5=CC6=C(C=C35)OCO6)C7=CC(=C(C(=C7)OC)O)OC)O)O. Cell line: HCT116. Synergy scores: CSS=57.8, Synergy_ZIP=-6.07, Synergy_Bliss=-4.94, Synergy_Loewe=-4.55, Synergy_HSA=-2.93. (6) Drug 1: C1=NC2=C(N1)C(=S)N=C(N2)N. Drug 2: CS(=O)(=O)OCCCCOS(=O)(=O)C. Cell line: NCI-H522. Synergy scores: CSS=25.7, Synergy_ZIP=-7.84, Synergy_Bliss=-1.25, Synergy_Loewe=-16.9, Synergy_HSA=-0.405. (7) Drug 1: C1=CN(C(=O)N=C1N)C2C(C(C(O2)CO)O)O.Cl. Drug 2: C1=CN(C=N1)CC(O)(P(=O)(O)O)P(=O)(O)O. Cell line: DU-145. Synergy scores: CSS=37.7, Synergy_ZIP=2.48, Synergy_Bliss=4.12, Synergy_Loewe=-13.6, Synergy_HSA=1.44. (8) Drug 1: C1=CC(=C2C(=C1NCCNCCO)C(=O)C3=C(C=CC(=C3C2=O)O)O)NCCNCCO. Drug 2: C1=NC2=C(N=C(N=C2N1C3C(C(C(O3)CO)O)F)Cl)N. Cell line: RXF 393. Synergy scores: CSS=24.7, Synergy_ZIP=-3.16, Synergy_Bliss=-2.34, Synergy_Loewe=-5.94, Synergy_HSA=0.617.